The task is: Regression/Classification. Given a drug SMILES string, predict its absorption, distribution, metabolism, or excretion properties. Task type varies by dataset: regression for continuous measurements (e.g., permeability, clearance, half-life) or binary classification for categorical outcomes (e.g., BBB penetration, CYP inhibition). Dataset: cyp2c19_veith.. This data is from CYP2C19 inhibition data for predicting drug metabolism from PubChem BioAssay. (1) The compound is Cc1nc(NC(=O)c2ccc(Cl)cc2)sc1-c1csc(Nc2cccc(F)c2)n1. The result is 1 (inhibitor). (2) The molecule is N#CCCn1c(=O)c(-c2cc(F)cc(F)c2)nc2cnc(N3CCOCC3)nc21. The result is 0 (non-inhibitor).